Dataset: Catalyst prediction with 721,799 reactions and 888 catalyst types from USPTO. Task: Predict which catalyst facilitates the given reaction. (1) Reactant: [NH:1]1[C:5]2=[N:6][CH:7]=[CH:8][CH:9]=[C:4]2[CH:3]=[CH:2]1.Cl.[CH3:11][NH:12][CH3:13].[CH2:14]=O.O.Cl. Product: [CH3:11][N:12]([CH3:14])[CH2:13][C:3]1[C:4]2[C:5](=[N:6][CH:7]=[CH:8][CH:9]=2)[NH:1][CH:2]=1. The catalyst class is: 32. (2) Reactant: [C:1]([O:5][C:6]([N:8]1[CH2:12][CH:11]([C:13]2[CH:18]=[CH:17][CH:16]=[CH:15][CH:14]=2)[CH:10]([CH:19]=O)[CH2:9]1)=[O:7])([CH3:4])([CH3:3])[CH3:2].Cl.[Br:22][C:23]1[CH:40]=[CH:39][C:26]([CH2:27][N:28]2[CH2:32][CH2:31][C:30]3([CH2:37][CH2:36][NH:35][CH2:34][CH2:33]3)[C:29]2=[O:38])=[CH:25][CH:24]=1.C(N(CC)CC)C.C(O[BH-](OC(=O)C)OC(=O)C)(=O)C.C(=O)(O)[O-].[Na+]. Product: [C:1]([O:5][C:6]([N:8]1[CH2:12][CH:11]([C:13]2[CH:18]=[CH:17][CH:16]=[CH:15][CH:14]=2)[CH:10]([CH2:19][N:35]2[CH2:34][CH2:33][C:30]3([C:29](=[O:38])[N:28]([CH2:27][C:26]4[CH:25]=[CH:24][C:23]([Br:22])=[CH:40][CH:39]=4)[CH2:32][CH2:31]3)[CH2:37][CH2:36]2)[CH2:9]1)=[O:7])([CH3:4])([CH3:2])[CH3:3]. The catalyst class is: 26. (3) Reactant: [F:1][C:2]1[CH:3]=[CH:4][C:5]([N+:15]([O-])=O)=[C:6]([NH:8][CH:9]2[CH2:12][CH:11]([C:13]#[N:14])[CH2:10]2)[CH:7]=1.[Cl-].[NH4+]. Product: [NH2:15][C:5]1[CH:4]=[CH:3][C:2]([F:1])=[CH:7][C:6]=1[NH:8][CH:9]1[CH2:10][CH:11]([C:13]#[N:14])[CH2:12]1. The catalyst class is: 406. (4) Reactant: [NH2:1][C:2]1[N:7]=[C:6]([NH:8][C:9]2[CH:14]=[CH:13][C:12]([C:15](=O)[CH3:16])=[CH:11][CH:10]=2)[CH:5]=[C:4]([C:18]2[CH:23]=[C:22]([Cl:24])[CH:21]=[CH:20][C:19]=2[Cl:25])[N:3]=1.Cl.[NH2:27][OH:28].[OH-].[Na+]. Product: [NH2:1][C:2]1[N:7]=[C:6]([NH:8][C:9]2[CH:14]=[CH:13][C:12]([C:15](=[N:27][OH:28])[CH3:16])=[CH:11][CH:10]=2)[CH:5]=[C:4]([C:18]2[CH:23]=[C:22]([Cl:24])[CH:21]=[CH:20][C:19]=2[Cl:25])[N:3]=1. The catalyst class is: 8. (5) Reactant: [Cl:1][C:2]1[CH:25]=[CH:24][C:5]([CH2:6][NH:7][C:8]([C:10]2[C:11](=[O:23])[C:12]3[S:19][C:18]([CH2:20]Cl)=[C:17]([CH3:22])[C:13]=3[N:14]([CH3:16])[CH:15]=2)=[O:9])=[CH:4][CH:3]=1.[OH:26][CH2:27][CH2:28][NH:29][CH2:30][CH:31]([OH:38])[C:32]1[CH:37]=[CH:36][CH:35]=[CH:34][CH:33]=1.C(N(C(C)C)CC)(C)C. Product: [Cl:1][C:2]1[CH:25]=[CH:24][C:5]([CH2:6][NH:7][C:8]([C:10]2[C:11](=[O:23])[C:12]3[S:19][C:18]([CH2:20][N:29]([CH2:28][CH2:27][OH:26])[CH2:30][CH:31]([OH:38])[C:32]4[CH:37]=[CH:36][CH:35]=[CH:34][CH:33]=4)=[C:17]([CH3:22])[C:13]=3[N:14]([CH3:16])[CH:15]=2)=[O:9])=[CH:4][CH:3]=1. The catalyst class is: 18.